This data is from Full USPTO retrosynthesis dataset with 1.9M reactions from patents (1976-2016). The task is: Predict the reactants needed to synthesize the given product. (1) Given the product [OH:38][C@@H:36]([CH3:37])[C:34]([N:1]1[CH2:5][CH2:4][CH:3]([CH2:6][NH:7][C:8]([C:10]2[C:14]3[N:15]=[CH:16][N:17]=[C:18]([C:19]4[C:27]5[O:26][CH2:25][O:24][C:23]=5[CH:22]=[CH:21][C:20]=4[O:28][CH2:29][CH:30]4[CH2:31][CH2:32]4)[C:13]=3[NH:12][CH:11]=2)=[O:9])[CH2:2]1)=[O:35], predict the reactants needed to synthesize it. The reactants are: [NH:1]1[CH2:5][CH2:4][CH:3]([CH2:6][NH:7][C:8]([C:10]2[C:14]3[N:15]=[CH:16][N:17]=[C:18]([C:19]4[C:27]5[O:26][CH2:25][O:24][C:23]=5[CH:22]=[CH:21][C:20]=4[O:28][CH2:29][CH:30]4[CH2:32][CH2:31]4)[C:13]=3[NH:12][CH:11]=2)=[O:9])[CH2:2]1.Cl[C:34]([C@@H:36]([O:38]C(=O)C)[CH3:37])=[O:35]. (2) Given the product [C:4]([O:3][C:1](=[O:2])[N:8]([CH:9]1[CH2:14][CH2:13][CH:12]([NH:15][CH2:16][C:17]2[CH:18]=[C:19]([C:33]3[CH:32]=[N:31][C:30]([NH2:29])=[CH:35][CH:34]=3)[CH:20]=[CH:21][C:22]=2[O:23][CH3:24])[CH2:11][CH2:10]1)[CH3:28])([CH3:7])([CH3:6])[CH3:5], predict the reactants needed to synthesize it. The reactants are: [C:1]([N:8]([CH3:28])[CH:9]1[CH2:14][CH2:13][CH:12]([NH:15][CH2:16][C:17]2[CH:18]=[C:19](B(O)O)[CH:20]=[CH:21][C:22]=2[O:23][CH3:24])[CH2:11][CH2:10]1)([O:3][C:4]([CH3:7])([CH3:6])[CH3:5])=[O:2].[NH2:29][C:30]1[CH:35]=[CH:34][C:33](Br)=[CH:32][N:31]=1.